Dataset: Forward reaction prediction with 1.9M reactions from USPTO patents (1976-2016). Task: Predict the product of the given reaction. (1) The product is: [Br:14][C:15]1[CH:16]=[C:17]([C:21]2[CH:22]=[CH:23][CH:24]=[C:25]([N:12]3[C:11]4[CH:10]=[CH:9][CH:8]=[CH:7][C:6]=4[C:5]4[C:13]3=[CH:1][CH:2]=[CH:3][CH:4]=4)[CH:26]=2)[CH:18]=[CH:19][CH:20]=1. Given the reactants [CH:1]1[C:13]2[NH:12][C:11]3[C:6](=[CH:7][CH:8]=[CH:9][CH:10]=3)[C:5]=2[CH:4]=[CH:3][CH:2]=1.[Br:14][C:15]1[CH:16]=[C:17]([C:21]2[CH:26]=[CH:25][CH:24]=[C:23](Br)[CH:22]=2)[CH:18]=[CH:19][CH:20]=1.CC([O-])(C)C.[Na+], predict the reaction product. (2) Given the reactants Br[CH2:2][C:3]1[C:12]2[C:7](=[C:8]([F:14])[C:9]([F:13])=[CH:10][CH:11]=2)[NH:6][C:5](=[O:15])[CH:4]=1.[CH3:16][N:17]([CH3:27])[C:18]1[NH:22][C:21]2[CH:23]=[CH:24][CH:25]=[CH:26][C:20]=2[N:19]=1, predict the reaction product. The product is: [CH3:16][N:17]([CH3:27])[C:18]1[N:19]([CH2:2][C:3]2[C:12]3[C:7](=[C:8]([F:14])[C:9]([F:13])=[CH:10][CH:11]=3)[NH:6][C:5](=[O:15])[CH:4]=2)[C:20]2[CH:26]=[CH:25][CH:24]=[CH:23][C:21]=2[N:22]=1.